From a dataset of Catalyst prediction with 721,799 reactions and 888 catalyst types from USPTO. Predict which catalyst facilitates the given reaction. Reactant: [N:1]12[CH2:8][C:5]([CH:9]=O)([CH2:6][CH2:7]1)[CH2:4][CH2:3][CH2:2]2.Cl.Cl.[NH2:13][C:14]1[C:22]([NH2:23])=[CH:21][CH:20]=[CH:19][C:15]=1[C:16](N)=[O:17].CCCC[OH:28].CCO. Product: [N:1]12[CH2:8][C:5]([C:9]3[NH:23][C:22]4[CH:21]=[CH:20][CH:19]=[C:15]([C:16]([OH:28])=[O:17])[C:14]=4[N:13]=3)([CH2:6][CH2:7]1)[CH2:4][CH2:3][CH2:2]2. The catalyst class is: 86.